From a dataset of Full USPTO retrosynthesis dataset with 1.9M reactions from patents (1976-2016). Predict the reactants needed to synthesize the given product. (1) Given the product [Cl:1][C:2]1[CH:3]=[CH:4][C:5]([S:8]([N:11]([CH2:20][C:21]2[CH:28]=[CH:27][C:24]([C:25]#[N:26])=[C:23]([F:29])[CH:22]=2)[CH2:12][C:13]2[CH:18]=[CH:17][CH:16]=[CH:15][N:14]=2)(=[O:10])=[O:9])=[CH:6][CH:7]=1, predict the reactants needed to synthesize it. The reactants are: [Cl:1][C:2]1[CH:7]=[CH:6][C:5]([S:8]([NH:11][CH2:12][C:13]2[CH:18]=[CH:17][CH:16]=[CH:15][N:14]=2)(=[O:10])=[O:9])=[CH:4][CH:3]=1.Br[CH2:20][C:21]1[CH:28]=[CH:27][C:24]([C:25]#[N:26])=[C:23]([F:29])[CH:22]=1.C(=O)([O-])[O-].[Cs+].[Cs+]. (2) Given the product [NH:26]1[CH:30]=[CH:29][C:28]([NH:31][C:2]2[C:3]3[NH:16][N:15]=[CH:14][C:4]=3[N:5]=[C:6]([C:8]3[CH:9]=[CH:10][N:11]=[CH:12][CH:13]=3)[N:7]=2)=[N:27]1, predict the reactants needed to synthesize it. The reactants are: Cl[C:2]1[C:3]2[C:4](=[CH:14][N:15](CC3C=CC(OC)=CC=3)[N:16]=2)[N:5]=[C:6]([C:8]2[CH:13]=[CH:12][N:11]=[CH:10][CH:9]=2)[N:7]=1.[NH:26]1[CH:30]=[CH:29][C:28]([NH2:31])=[N:27]1.Cl.